This data is from Retrosynthesis with 50K atom-mapped reactions and 10 reaction types from USPTO. The task is: Predict the reactants needed to synthesize the given product. (1) Given the product O=C(O)c1ccccc1NCc1ccc(=O)[nH]c1, predict the reactants needed to synthesize it. The reactants are: COC(=O)c1ccccc1NCc1ccc(=O)[nH]c1. (2) The reactants are: N=C(N)NN.O=C(C=Cc1ccc2ccccc2c1)C=Cc1ccc2ccccc2c1. Given the product N=C(N)NN=C(C=Cc1ccc2ccccc2c1)C=Cc1ccc2ccccc2c1, predict the reactants needed to synthesize it. (3) Given the product C=C(C)C(=O)OCOC1C2CC3CC(C2)CC1C3, predict the reactants needed to synthesize it. The reactants are: C=C(C)C(=O)O.ClCOC1C2CC3CC(C2)CC1C3. (4) Given the product C[C@H]1COCCN1c1cc(C2(S(=O)(=O)c3ccc(Cl)cc3)CCOCC2)nc(-c2ccc(NC(=O)NC3CC3)cc2)n1, predict the reactants needed to synthesize it. The reactants are: C[C@H]1COCCN1c1cc(C2(S(=O)(=O)c3ccc(Cl)cc3)CCOCC2)nc(Cl)n1.O=C(Nc1ccc(B(O)O)cc1)NC1CC1.